This data is from P-glycoprotein inhibition data for predicting drug efflux from Broccatelli et al.. The task is: Regression/Classification. Given a drug SMILES string, predict its absorption, distribution, metabolism, or excretion properties. Task type varies by dataset: regression for continuous measurements (e.g., permeability, clearance, half-life) or binary classification for categorical outcomes (e.g., BBB penetration, CYP inhibition). Dataset: pgp_broccatelli. (1) The drug is CCCN(CCC)C[C@@H](O)COc1ccccc1[C@H](CCc1ccccc1)OC. The result is 1 (inhibitor). (2) The drug is COc1cccc2c1C(=O)c1c(O)c3c(c(O)c1C2=O)C[C@](O)(C(=O)CO)C[C@@H]3O[C@H]1C[C@@H](N)[C@H](O)[C@@H](C)O1. The result is 0 (non-inhibitor). (3) The molecule is COc1cccc(CCc2ccccc2OCc2ccc(OC)c(OC)c2)c1. The result is 1 (inhibitor). (4) The molecule is COc1cccc2c(=O)c3ccccc3n(CCCCN3CCCCC3)c12. The result is 1 (inhibitor).